This data is from Full USPTO retrosynthesis dataset with 1.9M reactions from patents (1976-2016). The task is: Predict the reactants needed to synthesize the given product. (1) Given the product [F:1][C:2]1[CH:7]=[CH:6][C:5]([NH:8][S:9]([CH2:12][CH2:13][CH3:14])(=[O:11])=[O:10])=[C:4]([O:24][CH3:25])[C:3]=1[NH:26][C:27]([NH:29][C:30]1[N:35]=[CH:34][N:33]=[C:32]2[NH:36][N:37]=[C:38]([O:39][CH3:40])[C:31]=12)=[O:28], predict the reactants needed to synthesize it. The reactants are: [F:1][C:2]1[CH:7]=[CH:6][C:5]([N:8](CC2C=CC(OC)=CC=2)[S:9]([CH2:12][CH2:13][CH3:14])(=[O:11])=[O:10])=[C:4]([O:24][CH3:25])[C:3]=1[NH:26][C:27]([NH:29][C:30]1[N:35]=[CH:34][N:33]=[C:32]2[NH:36][N:37]=[C:38]([O:39][CH3:40])[C:31]=12)=[O:28].C(Cl)Cl.FC(F)(F)C(O)=O.C(OCC)C. (2) Given the product [CH3:20][C:18]1[S:19][C:15]2[C:14](=[O:23])[CH:13]=[C:12]([NH:1][CH2:2][CH2:3][N:4]3[CH2:9][CH2:8][O:7][CH2:6][CH2:5]3)[C:21](=[O:22])[C:16]=2[N:17]=1, predict the reactants needed to synthesize it. The reactants are: [NH2:1][CH2:2][CH2:3][N:4]1[CH2:9][CH2:8][O:7][CH2:6][CH2:5]1.CO[C:12]1[C:21](=[O:22])[C:16]2[N:17]=[C:18]([CH3:20])[S:19][C:15]=2[C:14](=[O:23])[CH:13]=1. (3) Given the product [CH2:1]([N:8]1[CH2:16][CH:15]2[CH:10]([N:11]([C:28]([O:27][C:24]([CH3:26])([CH3:25])[CH3:23])=[O:29])[CH2:12][CH2:13][CH2:14]2)[CH2:9]1)[C:2]1[CH:3]=[CH:4][CH:5]=[CH:6][CH:7]=1, predict the reactants needed to synthesize it. The reactants are: [CH2:1]([N:8]1[CH2:16][CH:15]2[CH:10]([NH:11][CH2:12][CH2:13][CH2:14]2)[CH2:9]1)[C:2]1[CH:7]=[CH:6][CH:5]=[CH:4][CH:3]=1.C([O-])([O-])=O.[Na+].[Na+].[CH3:23][C:24]([O:27][C:28](O[C:28]([O:27][C:24]([CH3:26])([CH3:25])[CH3:23])=[O:29])=[O:29])([CH3:26])[CH3:25].